Dataset: Acute oral toxicity (LD50) regression data from Zhu et al.. Task: Regression/Classification. Given a drug SMILES string, predict its toxicity properties. Task type varies by dataset: regression for continuous values (e.g., LD50, hERG inhibition percentage) or binary classification for toxic/non-toxic outcomes (e.g., AMES mutagenicity, cardiotoxicity, hepatotoxicity). Dataset: ld50_zhu. (1) The drug is NCCN. The rat oral LD50 is 2.08, given as -log10 of the dose in mol/kg body weight (higher means more acutely toxic). (2) The molecule is CCCCOCCCC. The rat oral LD50 is 1.25, given as -log10 of the dose in mol/kg body weight (higher means more acutely toxic). (3) The drug is O=C1C(Cl)=C(Cl)C(=O)C1(Cl)Cl. The rat oral LD50 is 2.37, given as -log10 of the dose in mol/kg body weight (higher means more acutely toxic). (4) The rat oral LD50 is 4.91, given as -log10 of the dose in mol/kg body weight (higher means more acutely toxic). The drug is CCOP(=O)(OCC)SCCN(CC)CC. (5) The compound is ClC1=C(Cl)C2(Cl)C(Cl)=C(Cl)C3C1C(Cl)CC32. The rat oral LD50 is 1.52, given as -log10 of the dose in mol/kg body weight (higher means more acutely toxic). (6) The molecule is CCOP(=S)(Cl)OC(C)C. The rat oral LD50 is 2.68, given as -log10 of the dose in mol/kg body weight (higher means more acutely toxic). (7) The molecule is O=C=NC1CCC2C3CCC(C3N=C=O)C12. The rat oral LD50 is 2.30, given as -log10 of the dose in mol/kg body weight (higher means more acutely toxic). (8) The drug is CSc1ccc2c(c1)N(CCC1CCCCN1C)c1ccccc1S2. The rat oral LD50 is 2.57, given as -log10 of the dose in mol/kg body weight (higher means more acutely toxic). (9) The compound is CCOC(=O)CCCCCC#N. The rat oral LD50 is 1.18, given as -log10 of the dose in mol/kg body weight (higher means more acutely toxic).